From a dataset of Reaction yield outcomes from USPTO patents with 853,638 reactions. Predict the reaction yield, written as a fraction of the theoretical maximum amount of product (1.0 means a 100% yield; for example, 0.34 means a 34% yield). (1) The reactants are [Cl:1][C:2]1[CH:7]=[C:6]([O:8][C:9]2[C:18]3[C:13](=[CH:14][C:15]([O:21][CH3:22])=[C:16]([O:19][CH3:20])[CH:17]=3)[N:12]=[CH:11][N:10]=2)[CH:5]=[CH:4][C:3]=1[NH:23][C:24]([NH:26][CH2:27][CH2:28][CH3:29])=[O:25].[H-].[Na+].[CH3:32][O:33][CH2:34]Cl. The catalyst is O1CCCC1. The product is [Cl:1][C:2]1[CH:7]=[C:6]([O:8][C:9]2[C:18]3[C:13](=[CH:14][C:15]([O:21][CH3:22])=[C:16]([O:19][CH3:20])[CH:17]=3)[N:12]=[CH:11][N:10]=2)[CH:5]=[CH:4][C:3]=1[N:23]([CH2:32][O:33][CH3:34])[C:24]([NH:26][CH2:27][CH2:28][CH3:29])=[O:25]. The yield is 0.180. (2) The reactants are [CH2:1]([OH:5])[CH2:2][C:3]#[CH:4].[C:6]1([CH3:16])[CH:11]=[CH:10][C:9]([S:12](Cl)(=[O:14])=[O:13])=[CH:8][CH:7]=1.C(N(CC)CC)C. The catalyst is CN(C)C1C=CN=CC=1.ClCCl. The product is [CH2:1]([O:5][S:12]([C:9]1[CH:10]=[CH:11][C:6]([CH3:16])=[CH:7][CH:8]=1)(=[O:14])=[O:13])[CH2:2][C:3]#[CH:4]. The yield is 0.950. (3) The reactants are CC[N:3]([CH2:6]C)CC.C1C=CC(P(N=[N+]=[N-])(C2C=CC=CC=2)=[O:15])=CC=1.[CH3:25][C:26]([O:29][C:30]([N:32]1[CH2:37][CH2:36][C:35]([CH3:41])(C(O)=O)[CH2:34][CH2:33]1)=[O:31])([CH3:28])[CH3:27].[Cl:42][CH2:43][CH2:44][OH:45]. The catalyst is C1(C)C=CC=CC=1. The product is [Cl:42][CH2:43][CH2:44][O:45][C:6]([NH:3][C:35]1([CH3:41])[CH2:34][CH2:33][N:32]([C:30]([O:29][C:26]([CH3:25])([CH3:27])[CH3:28])=[O:31])[CH2:37][CH2:36]1)=[O:15]. The yield is 0.830. (4) The reactants are [CH2:1]([O:3][C:4]([C@H:6]1[C@@H:11]([NH:12]C(OCC2C=CC=CC=2)=O)[CH2:10][CH2:9][N:8]([CH2:23][CH2:24][O:25][C:26]2[CH:35]=[N:34][C:33]3[C:28](=[CH:29][C:30]([O:36][CH3:37])=[CH:31][CH:32]=3)[N:27]=2)[CH2:7]1)=[O:5])[CH3:2]. The catalyst is [Pd].CO. The product is [CH2:1]([O:3][C:4]([C@H:6]1[C@@H:11]([NH2:12])[CH2:10][CH2:9][N:8]([CH2:23][CH2:24][O:25][C:26]2[CH:35]=[N:34][C:33]3[C:28](=[CH:29][C:30]([O:36][CH3:37])=[CH:31][CH:32]=3)[N:27]=2)[CH2:7]1)=[O:5])[CH3:2]. The yield is 0.810. (5) The reactants are [Br:1]Br.[CH3:3][N:4]1[CH:13]=[CH:12][C:11]2[C:6](=[CH:7][N:8]=[CH:9][CH:10]=2)[C:5]1=[O:14]. The catalyst is C(O)(=O)C. The product is [Br:1][C:12]1[C:11]2[C:6](=[CH:7][N:8]=[CH:9][CH:10]=2)[C:5](=[O:14])[N:4]([CH3:3])[CH:13]=1. The yield is 0.274. (6) The reactants are [F:1][C:2]1[CH:7]=[CH:6][C:5]([F:8])=[CH:4][C:3]=1[CH2:9][C:10]([N:12]1[C:20]2[C:15](=[CH:16][C:17]([C:21]3[C:25]4[C:26]([NH2:31])=[N:27][CH:28]=[C:29](I)[C:24]=4[O:23][CH:22]=3)=[CH:18][CH:19]=2)[CH2:14][CH2:13]1)=[O:11].C([N:39]1[CH:43]=[C:42](B2OC(C)(C)C(C)(C)O2)[CH:41]=[N:40]1)(OC(C)(C)C)=O.C(=O)(O)[O-].[Na+].CO. The catalyst is O1CCOCC1.CCOC(C)=O.C1C=CC(P(C2C=CC=CC=2)[C-]2C=CC=C2)=CC=1.C1C=CC(P(C2C=CC=CC=2)[C-]2C=CC=C2)=CC=1.Cl[Pd]Cl.[Fe+2].C(Cl)Cl. The product is [F:1][C:2]1[CH:7]=[CH:6][C:5]([F:8])=[CH:4][C:3]=1[CH2:9][C:10]([N:12]1[C:20]2[C:15](=[CH:16][C:17]([C:21]3[C:25]4[C:26]([NH2:31])=[N:27][CH:28]=[C:29]([C:42]5[CH:43]=[N:39][NH:40][CH:41]=5)[C:24]=4[O:23][CH:22]=3)=[CH:18][CH:19]=2)[CH2:14][CH2:13]1)=[O:11]. The yield is 0.910. (7) The reactants are [CH:1]1([CH:7]([NH:26][C:27]2[CH:35]=[CH:34][C:30]([C:31](O)=[O:32])=[CH:29][CH:28]=2)[C:8]2[CH:12]=[C:11]([C:13]3[CH:18]=[CH:17][C:16]([O:19][CH2:20][CH2:21][CH2:22][S:23][CH3:24])=[CH:15][CH:14]=3)[O:10][C:9]=2[CH3:25])[CH2:6][CH2:5][CH2:4][CH2:3][CH2:2]1.[CH3:36][NH:37][CH2:38][CH2:39][C:40]([O:42][CH2:43][CH3:44])=[O:41].Cl.C(N=C=NCCCN(C)C)C.O.OC1C2N=NNC=2C=CC=1. The catalyst is CN(C)C=O.C(OCC)(=O)C.C(N(CC)CC)C. The product is [CH:1]1([CH:7]([NH:26][C:27]2[CH:35]=[CH:34][C:30]([C:31]([N:37]([CH3:36])[CH2:38][CH2:39][C:40]([O:42][CH2:43][CH3:44])=[O:41])=[O:32])=[CH:29][CH:28]=2)[C:8]2[CH:12]=[C:11]([C:13]3[CH:14]=[CH:15][C:16]([O:19][CH2:20][CH2:21][CH2:22][S:23][CH3:24])=[CH:17][CH:18]=3)[O:10][C:9]=2[CH3:25])[CH2:6][CH2:5][CH2:4][CH2:3][CH2:2]1. The yield is 1.00.